Dataset: Catalyst prediction with 721,799 reactions and 888 catalyst types from USPTO. Task: Predict which catalyst facilitates the given reaction. (1) Reactant: [C:1]([N:4]([CH2:32][CH:33]1[CH2:35][CH2:34]1)[C:5]1[CH:31]=[CH:30][C:8]([O:9][C:10]2[CH:11]=[C:12]([CH:21]=[C:22]([O:24][C@@H:25]([CH3:29])[CH2:26][O:27]C)[CH:23]=2)[C:13]([NH:15][C:16]2[CH:20]=[CH:19][NH:18][N:17]=2)=[O:14])=[CH:7][CH:6]=1)(=[O:3])[CH3:2].I[Si](C)(C)C.C(=O)([O-])O.[Na+]. Product: [C:1]([N:4]([CH2:32][CH:33]1[CH2:34][CH2:35]1)[C:5]1[CH:31]=[CH:30][C:8]([O:9][C:10]2[CH:11]=[C:12]([CH:21]=[C:22]([O:24][C@@H:25]([CH3:29])[CH2:26][OH:27])[CH:23]=2)[C:13]([NH:15][C:16]2[CH:20]=[CH:19][NH:18][N:17]=2)=[O:14])=[CH:7][CH:6]=1)(=[O:3])[CH3:2]. The catalyst class is: 10. (2) Reactant: [OH-].[K+].[CH3:3]I.[Cl:5][C:6]1[CH:11]=[CH:10][N:9]=[C:8]2[N:12]([S:28]([C:31]3[CH:36]=[CH:35][C:34]([CH3:37])=[CH:33][CH:32]=3)(=[O:30])=[O:29])[C:13]([C:15]3[C:19]4=[N:20][C:21]([O:26][CH3:27])=[C:22]([O:24][CH3:25])[CH:23]=[C:18]4[NH:17][CH:16]=3)=[CH:14][C:7]=12. Product: [Cl:5][C:6]1[CH:11]=[CH:10][N:9]=[C:8]2[N:12]([S:28]([C:31]3[CH:36]=[CH:35][C:34]([CH3:37])=[CH:33][CH:32]=3)(=[O:29])=[O:30])[C:13]([C:15]3[C:19]4=[N:20][C:21]([O:26][CH3:27])=[C:22]([O:24][CH3:25])[CH:23]=[C:18]4[N:17]([CH3:3])[CH:16]=3)=[CH:14][C:7]=12. The catalyst class is: 31. (3) Reactant: [OH:1][N:2]=[C:3]([C:5]1[CH:10]=[CH:9][CH:8]=[C:7]([C:11]([F:14])([F:13])[F:12])[CH:6]=1)[NH2:4].Cl[C:16](=O)[CH2:17][N:18]1[CH:22]=[C:21]([C:23]([O:25][CH2:26][CH3:27])=[O:24])[CH:20]=[N:19]1.O. Product: [F:14][C:11]([F:13])([F:12])[C:7]1[CH:6]=[C:5]([C:3]2[N:4]=[C:16]([CH2:17][N:18]3[CH:22]=[C:21]([C:23]([O:25][CH2:26][CH3:27])=[O:24])[CH:20]=[N:19]3)[O:1][N:2]=2)[CH:10]=[CH:9][CH:8]=1. The catalyst class is: 17. (4) Reactant: [OH-].[Na+].[CH3:3][C@H:4]1[CH2:9][CH2:8][N:7]([C:10]([O:12][C:13]([CH3:16])([CH3:15])[CH3:14])=[O:11])[CH2:6][C@H:5]1[C:17]([O:19]CC)=[O:18]. Product: [C:13]([O:12][C:10]([N:7]1[CH2:8][CH2:9][C@H:4]([CH3:3])[C@H:5]([C:17]([OH:19])=[O:18])[CH2:6]1)=[O:11])([CH3:14])([CH3:15])[CH3:16]. The catalyst class is: 5.